Dataset: Full USPTO retrosynthesis dataset with 1.9M reactions from patents (1976-2016). Task: Predict the reactants needed to synthesize the given product. (1) Given the product [CH2:16]1[C:17]2[CH:18]=[CH:19][CH:20]=[C:21]([C:24]#[N:25])[C:22]=2[CH2:23][NH:15]1, predict the reactants needed to synthesize it. The reactants are: ClC(OC(Cl)C)=O.C1(C[N:15]2[CH2:23][C:22]3[C:21]([C:24]#[N:25])=[CH:20][CH:19]=[CH:18][C:17]=3[CH2:16]2)C=CC=CC=1.CO. (2) Given the product [CH3:1][O:2][C:3]1[CH:12]=[C:11]([O:13][CH3:14])[CH:10]=[CH:9][C:4]=1[CH2:5][N:6]1[C:7](=[O:8])[N:21]2[CH:20]=[N:19][C:18]([C:22]([NH2:24])=[O:23])=[C:17]2[N:15]=[N:16]1, predict the reactants needed to synthesize it. The reactants are: [CH3:1][O:2][C:3]1[CH:12]=[C:11]([O:13][CH3:14])[CH:10]=[CH:9][C:4]=1[CH2:5][N:6]=[C:7]=[O:8].[N+:15](=[C:17]1[N:21]=[CH:20][N:19]=[C:18]1[C:22]([NH2:24])=[O:23])=[N-:16]. (3) The reactants are: [CH:1]1([N:4]2[C:13]3[C:8](=[CH:9][C:10]([F:15])=[C:11](Cl)[N:12]=3)[C:7](=[O:16])[C:6]([C:17]([OH:19])=[O:18])=[CH:5]2)[CH2:3][CH2:2]1.[CH2:20]([O:22][N:23]=[C:24]1[C:28]2([CH2:31][N:30]([C:32]([O:34][C:35]([CH3:38])([CH3:37])[CH3:36])=[O:33])[CH2:29]2)[CH2:27][NH:26][CH2:25]1)[CH3:21].C(#N)C. Given the product [C:35]([O:34][C:32]([N:30]1[CH2:31][C:28]2([C:24](=[N:23][O:22][CH2:20][CH3:21])[CH2:25][N:26]([C:11]3[N:12]=[C:13]4[C:8]([C:7](=[O:16])[C:6]([C:17]([OH:19])=[O:18])=[CH:5][N:4]4[CH:1]4[CH2:3][CH2:2]4)=[CH:9][C:10]=3[F:15])[CH2:27]2)[CH2:29]1)=[O:33])([CH3:38])([CH3:37])[CH3:36], predict the reactants needed to synthesize it. (4) Given the product [F:27][C:26]([F:29])([F:28])[C:23]1[N:21]2[N:22]=[C:17]([N:14]3[CH2:15][CH2:16][N:11]([C:8]4[CH:9]=[CH:10][C:5]([O:4][CH2:3][CH2:2][N:34]5[CH:33]=[C:32]([C:30]#[N:31])[CH:36]=[N:35]5)=[CH:6][CH:7]=4)[CH2:12][CH2:13]3)[CH:18]=[CH:19][C:20]2=[N:25][N:24]=1, predict the reactants needed to synthesize it. The reactants are: Br[CH2:2][CH2:3][O:4][C:5]1[CH:10]=[CH:9][C:8]([N:11]2[CH2:16][CH2:15][N:14]([C:17]3[CH:18]=[CH:19][C:20]4[N:21]([C:23]([C:26]([F:29])([F:28])[F:27])=[N:24][N:25]=4)[N:22]=3)[CH2:13][CH2:12]2)=[CH:7][CH:6]=1.[C:30]([C:32]1[CH:33]=[N:34][NH:35][CH:36]=1)#[N:31]. (5) Given the product [Cl:42][C:43]1[CH:48]=[CH:47][C:46]([C:49]2[C:55]3[CH:56]=[C:57]([O:60][CH2:61][CH2:62][CH2:63][CH2:64][C:65]([NH:23][C:24]4[CH:29]=[CH:28][C:27]([OH:30])=[C:26]([OH:31])[CH:25]=4)=[O:66])[CH:58]=[CH:59][C:54]=3[N:53]3[C:68]([CH3:71])=[N:69][N:70]=[C:52]3[C@H:51]([CH2:72][C:73]([NH:75][CH2:76][CH3:77])=[O:74])[N:50]=2)=[CH:45][CH:44]=1, predict the reactants needed to synthesize it. The reactants are: ClC1C=CC(C2C3C=C(OCC([NH:23][C:24]4[CH:29]=[CH:28][C:27]([OH:30])=[C:26]([OH:31])[CH:25]=4)=O)C=CC=3N3C(C)=NN=C3[C@H](CC(NCC)=O)N=2)=CC=1.[Cl:42][C:43]1[CH:48]=[CH:47][C:46]([C:49]2[C:55]3[CH:56]=[C:57]([O:60][CH2:61][CH2:62][CH2:63][CH2:64][C:65](O)=[O:66])[CH:58]=[CH:59][C:54]=3[N:53]3[C:68]([CH3:71])=[N:69][N:70]=[C:52]3[C@H:51]([CH2:72][C:73]([NH:75][CH2:76][CH3:77])=[O:74])[N:50]=2)=[CH:45][CH:44]=1.ClC1C=CC(C2C3C=C(OCC(O)=O)C=CC=3N3C(C)=NN=C3C(CC(NCC)=O)N=2)=CC=1. (6) Given the product [O:1]1[C:10]2[CH:9]=[C:8]([CH2:11][NH:12][C@H:13]3[CH2:18][NH:17][C@H:16]([C:26]([NH:28][C:29]4[C:38]5[C:33](=[CH:34][CH:35]=[C:36]([O:39][CH3:40])[N:37]=5)[N:32]=[CH:31][CH:30]=4)=[O:27])[CH2:15][CH2:14]3)[N:7]=[CH:6][C:5]=2[O:4][CH2:3][CH2:2]1, predict the reactants needed to synthesize it. The reactants are: [O:1]1[C:10]2[CH:9]=[C:8]([CH2:11][NH:12][C@H:13]3[CH2:18][N:17](C(OC(C)(C)C)=O)[C@H:16]([C:26]([NH:28][C:29]4[C:38]5[C:33](=[CH:34][CH:35]=[C:36]([O:39][CH3:40])[N:37]=5)[N:32]=[CH:31][CH:30]=4)=[O:27])[CH2:15][CH2:14]3)[N:7]=[CH:6][C:5]=2[O:4][CH2:3][CH2:2]1.FC(F)(F)C(O)=O. (7) Given the product [Cl:1][C:2]1[N:3]=[C:4]2[N:12]([CH2:18][C:19]3[C:27]4[C:22](=[CH:23][CH:24]=[CH:25][CH:26]=4)[N:21]([CH3:28])[N:20]=3)[C@H:11]([C:13]([F:14])([F:15])[F:16])[CH2:10][CH2:9][N:5]2[C:6](=[O:8])[CH:7]=1, predict the reactants needed to synthesize it. The reactants are: [Cl:1][C:2]1[N:3]=[C:4]2[NH:12][C@H:11]([C:13]([F:16])([F:15])[F:14])[CH2:10][CH2:9][N:5]2[C:6](=[O:8])[CH:7]=1.Cl[CH2:18][C:19]1[C:27]2[C:22](=[CH:23][CH:24]=[CH:25][CH:26]=2)[N:21]([CH3:28])[N:20]=1.